Dataset: Reaction yield outcomes from USPTO patents with 853,638 reactions. Task: Predict the reaction yield, written as a fraction of the theoretical maximum amount of product (1.0 means a 100% yield; for example, 0.34 means a 34% yield). (1) The reactants are [S:1]1[CH:5]=[CH:4][CH:3]=[C:2]1[C:6](Cl)=[O:7].[Cl:9][C:10]1[CH:11]=[C:12]2[C:17](=[CH:18][CH:19]=1)[N:16]([CH2:20][C:21]1[CH:26]=[CH:25][C:24]([F:27])=[CH:23][CH:22]=1)[C:15](=[O:28])[C:14]([C:29]#[N:30])=[C:13]2[N:31]1[CH2:36][CH2:35][NH:34][CH2:33][CH2:32]1. The catalyst is N1C=CC=CC=1. The product is [Cl:9][C:10]1[CH:11]=[C:12]2[C:17](=[CH:18][CH:19]=1)[N:16]([CH2:20][C:21]1[CH:22]=[CH:23][C:24]([F:27])=[CH:25][CH:26]=1)[C:15](=[O:28])[C:14]([C:29]#[N:30])=[C:13]2[N:31]1[CH2:36][CH2:35][N:34]([C:6]([C:2]2[S:1][CH:5]=[CH:4][CH:3]=2)=[O:7])[CH2:33][CH2:32]1. The yield is 0.550. (2) The reactants are Cl[C:2]1[C:7]([CH:8]=[O:9])=[CH:6][N:5]=[C:4]([NH:10][C:11](=[O:13])[CH3:12])[CH:3]=1.[Cl:14][C:15]1[CH:20]=[CH:19][C:18](B2OC(C)(C)C(C)(C)O2)=[C:17]([F:30])[C:16]=1[O:31][CH3:32].C(=O)([O-])[O-].[Cs+].[Cs+]. The catalyst is O1CCOCC1.O.C1C=CC([P]([Pd]([P](C2C=CC=CC=2)(C2C=CC=CC=2)C2C=CC=CC=2)([P](C2C=CC=CC=2)(C2C=CC=CC=2)C2C=CC=CC=2)[P](C2C=CC=CC=2)(C2C=CC=CC=2)C2C=CC=CC=2)(C2C=CC=CC=2)C2C=CC=CC=2)=CC=1. The product is [Cl:14][C:15]1[CH:20]=[CH:19][C:18]([C:2]2[C:7]([CH:8]=[O:9])=[CH:6][N:5]=[C:4]([NH:10][C:11](=[O:13])[CH3:12])[CH:3]=2)=[C:17]([F:30])[C:16]=1[O:31][CH3:32]. The yield is 0.340. (3) The reactants are [F:8][C:7]([F:10])([F:9])[C:6](O[C:6](=[O:11])[C:7]([F:10])([F:9])[F:8])=[O:11].[NH2:14][C:15]1[C:24]([F:25])=[C:23]([F:26])[C:22]([O:27][CH3:28])=[C:21]2[C:16]=1[C:17](=[O:35])[C:18]([C:32]([OH:34])=[O:33])=[CH:19][N:20]2[CH:29]1[CH2:31][CH2:30]1. The catalyst is FC(F)(F)C(O)=O. The product is [CH:29]1([N:20]2[C:21]3[C:16](=[C:15]([NH:14][C:6](=[O:11])[C:7]([F:8])([F:9])[F:10])[C:24]([F:25])=[C:23]([F:26])[C:22]=3[O:27][CH3:28])[C:17](=[O:35])[C:18]([C:32]([OH:34])=[O:33])=[CH:19]2)[CH2:30][CH2:31]1. The yield is 0.880. (4) The reactants are Br[C:2]1[N:3]=[CH:4][CH:5]=[C:6]2[CH:10]=[CH:9][NH:8][C:7]=12.C(=O)([O-])[O-].[Cs+].[Cs+].[CH:17]1([C:21]([NH2:23])=[O:22])[CH2:20][CH2:19]C1.C(=O)(O)[O-].[Na+]. The catalyst is C1(C)C=CC=CC=1.[Pd].[Pd].C(=CC(C=CC1C=CC=CC=1)=O)C1C=CC=CC=1.C(=CC(C=CC1C=CC=CC=1)=O)C1C=CC=CC=1.C(=CC(C=CC1C=CC=CC=1)=O)C1C=CC=CC=1.CC1(C)C2C(=C(P(C3C=CC=CC=3)C3C=CC=CC=3)C=CC=2)OC2C(P(C3C=CC=CC=3)C3C=CC=CC=3)=CC=CC1=2. The product is [NH:8]1[C:7]2=[C:2]([NH:23][C:21]([CH:17]3[CH2:20][CH2:19]3)=[O:22])[N:3]=[CH:4][CH:5]=[C:6]2[CH:10]=[CH:9]1. The yield is 0.360. (5) The reactants are [F:1][C:2]1[C:11]([CH2:12][CH2:13][C:14]2[CH:15]=[N:16][C:17]([NH:20][C:21]3[CH:26]=[CH:25][C:24]([CH2:27][N:28]4[CH2:33][CH2:32][O:31][CH2:30][CH2:29]4)=[CH:23][N:22]=3)=[N:18][CH:19]=2)=[CH:10][C:5]([C:6]([O:8]C)=[O:7])=[CH:4][C:3]=1[O:34][CH3:35].[Li+].[OH-]. The catalyst is C1COCC1. The product is [F:1][C:2]1[C:11]([CH2:12][CH2:13][C:14]2[CH:15]=[N:16][C:17]([NH:20][C:21]3[CH:26]=[CH:25][C:24]([CH2:27][N:28]4[CH2:29][CH2:30][O:31][CH2:32][CH2:33]4)=[CH:23][N:22]=3)=[N:18][CH:19]=2)=[CH:10][C:5]([C:6]([OH:8])=[O:7])=[CH:4][C:3]=1[O:34][CH3:35]. The yield is 0.721.